From a dataset of Full USPTO retrosynthesis dataset with 1.9M reactions from patents (1976-2016). Predict the reactants needed to synthesize the given product. (1) Given the product [CH3:15][NH:16][CH2:1][CH:3]1[CH2:7][CH2:6][N:5]([C:8]([O:10][C:11]([CH3:14])([CH3:13])[CH3:12])=[O:9])[CH2:4]1, predict the reactants needed to synthesize it. The reactants are: [CH:1]([CH:3]1[CH2:7][CH2:6][N:5]([C:8]([O:10][C:11]([CH3:14])([CH3:13])[CH3:12])=[O:9])[CH2:4]1)=O.[CH3:15][NH2:16]. (2) Given the product [CH2:1]([O:8][C:9]1[CH:14]=[CH:13][C:12]([C:31]#[C:30][C:32]2[CH:37]=[CH:36][C:35]([F:38])=[CH:34][CH:33]=2)=[CH:11][C:10]=1[N:16]1[S:20](=[O:22])(=[O:21])[NH:19][C:18](=[O:23])[CH2:17]1)[C:2]1[CH:7]=[CH:6][CH:5]=[CH:4][CH:3]=1, predict the reactants needed to synthesize it. The reactants are: [CH2:1]([O:8][C:9]1[CH:14]=[CH:13][C:12](Br)=[CH:11][C:10]=1[N:16]1[S:20](=[O:22])(=[O:21])[NH:19][C:18](=[O:23])[CH2:17]1)[C:2]1[CH:7]=[CH:6][CH:5]=[CH:4][CH:3]=1.C(=O)([O-])[O-].[Na+].[Na+].[C:30]([C:32]1[CH:37]=[CH:36][C:35]([F:38])=[CH:34][CH:33]=1)#[CH:31].Cl. (3) Given the product [OH:1][C:2]1[CH:10]=[CH:9][CH:8]=[C:7]2[C:3]=1[C:4](=[O:25])[N:5]([CH2:12][CH:13]([C:19](=[O:20])[CH3:24])[C:14]([O:16][CH2:17][CH3:18])=[O:15])[C:6]2=[O:11], predict the reactants needed to synthesize it. The reactants are: [OH:1][C:2]1[CH:10]=[CH:9][CH:8]=[C:7]2[C:3]=1[C:4](=[O:25])[N:5]([CH2:12][CH:13]([C:19]1([CH3:24])OCC[O:20]1)[C:14]([O:16][CH2:17][CH3:18])=[O:15])[C:6]2=[O:11].O.C1(C)C=CC(S(O)(=O)=O)=CC=1. (4) Given the product [CH:1]([C:3]1[CH:8]=[CH:7][CH:6]=[CH:5][C:4]=1[C:13]1[CH:19]=[CH:18][C:16]([NH2:17])=[C:15]([F:20])[CH:14]=1)=[O:2], predict the reactants needed to synthesize it. The reactants are: [CH:1]([C:3]1[CH:8]=[CH:7][CH:6]=[CH:5][C:4]=1B(O)O)=[O:2].Br[C:13]1[CH:19]=[CH:18][C:16]([NH2:17])=[C:15]([F:20])[CH:14]=1.C(=O)([O-])[O-].[Na+].[Na+]. (5) Given the product [Br:16][C:17]1[CH:18]=[CH:19][C:20]2[N:21]([C:2]3[C:1](=[O:9])[CH2:7][CH2:6][CH2:5][CH2:4][C:3]=3[N:23]=2)[CH:22]=1, predict the reactants needed to synthesize it. The reactants are: [C:1]1(=[O:9])[CH2:7][CH2:6][CH2:5][CH2:4][C:3](=O)[CH2:2]1.Br.Br([O-])(=O)=O.[K+].[Br:16][C:17]1[CH:18]=[CH:19][C:20]([NH2:23])=[N:21][CH:22]=1.C(=O)(O)[O-].[Na+]. (6) Given the product [F:54][C:2]([F:1])([F:53])[C:3]1[CH:4]=[C:5]([C:13]([CH3:52])([CH3:51])[C:14]([N:16]([C:18]2[CH:19]=[N:20][C:21]([N:32]3[C@H:41]([CH2:42][O:43][Si:44]([C:47]([CH3:48])([CH3:50])[CH3:49])([CH3:45])[CH3:46])[CH2:40][N:39]4[C@H:34]([CH2:35][O:36][CH2:37][CH2:38]4)[CH2:33]3)=[CH:22][C:23]=2[C:24]2[CH:29]=[CH:28][CH:27]=[CH:26][C:25]=2[CH2:30][OH:31])[CH3:17])=[O:15])[CH:6]=[C:7]([C:9]([F:10])([F:12])[F:11])[CH:8]=1, predict the reactants needed to synthesize it. The reactants are: [F:1][C:2]([F:54])([F:53])[C:3]1[CH:4]=[C:5]([C:13]([CH3:52])([CH3:51])[C:14]([N:16]([C:18]2[CH:19]=[N:20][C:21]([N:32]3[C@H:41]([CH2:42][O:43][Si:44]([C:47]([CH3:50])([CH3:49])[CH3:48])([CH3:46])[CH3:45])[CH2:40][N:39]4[C@H:34]([CH2:35][O:36][CH2:37][CH2:38]4)[CH2:33]3)=[CH:22][C:23]=2[C:24]2[CH:29]=[CH:28][CH:27]=[CH:26][C:25]=2[CH:30]=[O:31])[CH3:17])=[O:15])[CH:6]=[C:7]([C:9]([F:12])([F:11])[F:10])[CH:8]=1.[BH4-].[Na+].